This data is from Blood-brain barrier permeability classification from the B3DB database. The task is: Regression/Classification. Given a drug SMILES string, predict its absorption, distribution, metabolism, or excretion properties. Task type varies by dataset: regression for continuous measurements (e.g., permeability, clearance, half-life) or binary classification for categorical outcomes (e.g., BBB penetration, CYP inhibition). Dataset: b3db_classification. (1) The drug is CC(=O)N[C@H](CCC(N)=O)C(=O)O. The result is 1 (penetrates BBB). (2) The molecule is CO/N=C(\C(=O)N[C@H]1C(=O)N2C(C(=O)O)=CCS[C@@H]12)c1csc(N)n1. The result is 0 (does not penetrate BBB). (3) The molecule is C[C@H]1C[C@@H](OC(=O)[C@@H]2CCC(=O)N2)CC(C)(C)C1. The result is 1 (penetrates BBB).